Dataset: Full USPTO retrosynthesis dataset with 1.9M reactions from patents (1976-2016). Task: Predict the reactants needed to synthesize the given product. (1) Given the product [Cl:23][C:20]1[CH:21]=[CH:22][C:16]2[N:15]([C:24]([C:26]3[CH:33]=[CH:32][C:29]([C:30]#[N:31])=[C:28]([CH3:34])[CH:27]=3)=[O:25])[CH2:14][CH2:13][C:12]3[N:11]=[C:10]([CH3:35])[NH:9][C:18]=3[C:17]=2[CH:19]=1, predict the reactants needed to synthesize it. The reactants are: C(C1C=CC(C([N:9]2[C:18]3[C:17]4[CH:19]=[C:20]([Cl:23])[CH:21]=[CH:22][C:16]=4[N:15]([C:24]([C:26]4[CH:33]=[CH:32][C:29]([C:30]#[N:31])=[C:28]([CH3:34])[CH:27]=4)=[O:25])[CH2:14][CH2:13][C:12]=3[N:11]=[C:10]2[CH3:35])=O)=CC=1C)#N.[OH-].[Na+]. (2) Given the product [ClH:37].[ClH:61].[ClH:37].[Cl:37][C:38]1[CH:43]=[C:42]([C:10]2[CH:11]=[C:12]3[C:7](=[CH:8][CH:9]=2)[N:6]=[CH:5][C:4]([C:1](=[O:3])[CH3:2])=[C:13]3[NH:14][C:15]2[CH:20]=[N:19][C:18]([N:21]3[CH2:26][CH2:25][CH2:24][CH:23]([NH:27][CH3:35])[CH2:22]3)=[CH:17][CH:16]=2)[CH:41]=[C:40]([F:53])[C:39]=1[OH:54], predict the reactants needed to synthesize it. The reactants are: [C:1]([C:4]1[CH:5]=[N:6][C:7]2[C:12]([C:13]=1[NH:14][C:15]1[CH:16]=[CH:17][C:18]([N:21]3[CH2:26][CH2:25][CH2:24][CH:23]([N:27]([CH3:35])C(=O)OC(C)(C)C)[CH2:22]3)=[N:19][CH:20]=1)=[CH:11][C:10](Br)=[CH:9][CH:8]=2)(=[O:3])[CH3:2].[Cl:37][C:38]1[CH:43]=[C:42](B2OC(C)(C)C(C)(C)O2)[CH:41]=[C:40]([F:53])[C:39]=1[OH:54].C([O-])([O-])=O.[Cs+].[Cs+].[ClH:61]. (3) Given the product [CH2:14]([O:11][C:4]1[CH:5]=[C:6]([F:10])[C:7]([CH2:8][OH:9])=[C:2]([Cl:1])[CH:3]=1)[CH:13]=[CH2:12], predict the reactants needed to synthesize it. The reactants are: [Cl:1][C:2]1[CH:3]=[C:4]([OH:11])[CH:5]=[C:6]([F:10])[C:7]=1[CH2:8][OH:9].[CH2:12](Br)[CH:13]=[CH2:14]. (4) The reactants are: [CH2:1]([O:8][CH2:9][C@@H:10]([O:15][C:16]1[CH:21]=[C:20]([F:22])[CH:19]=[CH:18][C:17]=1[NH:23][C:24]1[C:33]2[C:28](=[CH:29][C:30](Br)=[CH:31][C:32]=2[CH3:34])[N:27]=[CH:26][N:25]=1)[C:11]([O:13]C)=[O:12])[C:2]1[CH:7]=[CH:6][CH:5]=[CH:4][CH:3]=1.[CH3:36][S:37]([CH3:40])(=[NH:39])=[O:38]. Given the product [CH2:1]([O:8][CH2:9][C@@H:10]([O:15][C:16]1[CH:21]=[C:20]([F:22])[CH:19]=[CH:18][C:17]=1[NH:23][C:24]1[C:33]2[C:28](=[CH:29][C:30]([N:39]=[S:37]([CH3:40])([CH3:36])=[O:38])=[CH:31][C:32]=2[CH3:34])[N:27]=[CH:26][N:25]=1)[C:11]([OH:13])=[O:12])[C:2]1[CH:7]=[CH:6][CH:5]=[CH:4][CH:3]=1, predict the reactants needed to synthesize it. (5) Given the product [CH2:3]([O:8][CH2:15][C:12]1[CH:13]=[CH:14][CH:9]=[CH:10][CH:11]=1)[CH2:4][CH2:5][C:6]#[CH:7], predict the reactants needed to synthesize it. The reactants are: [H-].[Na+].[C:3]([OH:8])#[C:4][CH2:5][CH2:6][CH3:7].[CH:9]1[CH:14]=[CH:13][C:12]([CH2:15]Br)=[CH:11][CH:10]=1. (6) Given the product [Cl:17][C:5]1[C:6]([C:8]2[N:12]3[CH:13]=[CH:14][CH:15]=[CH:16][C:11]3=[N:10][CH:9]=2)=[N:7][C:2]([NH:18][C:19]2[CH:24]=[CH:23][C:22]([N:25]3[CH2:30][CH2:29][N:28]([C:31](=[O:33])[CH3:32])[CH2:27][CH2:26]3)=[CH:21][C:20]=2[O:34][CH3:35])=[N:3][CH:4]=1, predict the reactants needed to synthesize it. The reactants are: Cl[C:2]1[N:7]=[C:6]([C:8]2[N:12]3[CH:13]=[CH:14][CH:15]=[CH:16][C:11]3=[N:10][CH:9]=2)[C:5]([Cl:17])=[CH:4][N:3]=1.[NH2:18][C:19]1[CH:24]=[CH:23][C:22]([N:25]2[CH2:30][CH2:29][N:28]([C:31](=[O:33])[CH3:32])[CH2:27][CH2:26]2)=[CH:21][C:20]=1[O:34][CH3:35].C1(C)C=CC(S(O)(=O)=O)=CC=1.[OH-].[NH4+].